Dataset: NCI-60 drug combinations with 297,098 pairs across 59 cell lines. Task: Regression. Given two drug SMILES strings and cell line genomic features, predict the synergy score measuring deviation from expected non-interaction effect. (1) Drug 1: CC1=C(C=C(C=C1)NC2=NC=CC(=N2)N(C)C3=CC4=NN(C(=C4C=C3)C)C)S(=O)(=O)N.Cl. Drug 2: C1CCN(CC1)CCOC2=CC=C(C=C2)C(=O)C3=C(SC4=C3C=CC(=C4)O)C5=CC=C(C=C5)O. Cell line: SF-539. Synergy scores: CSS=12.8, Synergy_ZIP=2.18, Synergy_Bliss=4.57, Synergy_Loewe=4.03, Synergy_HSA=5.51. (2) Drug 1: CCC1=C2CN3C(=CC4=C(C3=O)COC(=O)C4(CC)O)C2=NC5=C1C=C(C=C5)O. Drug 2: C1CN(CCN1C(=O)CCBr)C(=O)CCBr. Cell line: SK-MEL-5. Synergy scores: CSS=44.9, Synergy_ZIP=-7.43, Synergy_Bliss=-1.57, Synergy_Loewe=-13.2, Synergy_HSA=2.57. (3) Drug 1: COC1=C(C=C2C(=C1)N=CN=C2NC3=CC(=C(C=C3)F)Cl)OCCCN4CCOCC4. Drug 2: CC12CCC3C(C1CCC2OP(=O)(O)O)CCC4=C3C=CC(=C4)OC(=O)N(CCCl)CCCl.[Na+]. Cell line: OVCAR-8. Synergy scores: CSS=8.18, Synergy_ZIP=-6.01, Synergy_Bliss=-11.2, Synergy_Loewe=-40.2, Synergy_HSA=-10.1. (4) Drug 1: C1CCC(CC1)NC(=O)N(CCCl)N=O. Drug 2: C1CN1P(=S)(N2CC2)N3CC3. Cell line: SNB-19. Synergy scores: CSS=36.2, Synergy_ZIP=-6.38, Synergy_Bliss=-2.78, Synergy_Loewe=-3.32, Synergy_HSA=-1.08.